Dataset: Reaction yield outcomes from USPTO patents with 853,638 reactions. Task: Predict the reaction yield, written as a fraction of the theoretical maximum amount of product (1.0 means a 100% yield; for example, 0.34 means a 34% yield). (1) The reactants are [C:1]1([CH:7]([C:21]2[CH:26]=[CH:25][CH:24]=[CH:23][CH:22]=2)[CH2:8][N:9]([CH3:20])[C:10](=[O:19])[CH:11](O)[C:12]2[CH:17]=[CH:16][CH:15]=[CH:14][CH:13]=2)[CH:6]=[CH:5][CH:4]=[CH:3][CH:2]=1.[H-].[Na+].C1(C)C=CC(S(Cl)(=O)=O)=CC=1.[NH2:40][CH2:41][CH2:42][C:43]1[N:47]=[CH:46][NH:45][CH:44]=1. The catalyst is O1CCCC1.CO. The product is [C:1]1([CH:7]([C:21]2[CH:26]=[CH:25][CH:24]=[CH:23][CH:22]=2)[CH2:8][N:9]([CH3:20])[C:10](=[O:19])[CH:11]([NH:40][CH2:41][CH2:42][C:43]2[N:47]=[CH:46][NH:45][CH:44]=2)[C:12]2[CH:17]=[CH:16][CH:15]=[CH:14][CH:13]=2)[CH:6]=[CH:5][CH:4]=[CH:3][CH:2]=1. The yield is 0.570. (2) The reactants are Cl[C:2]1[C:11]2[C:6](=[CH:7][CH:8]=[CH:9][CH:10]=2)[C:5]([N:12]2[CH2:17][CH2:16][N:15]([C:18]([O:20][C:21]([CH3:24])([CH3:23])[CH3:22])=[O:19])[C@@H:14]([CH3:25])[CH2:13]2)=[N:4][N:3]=1.[CH3:26][O:27][C:28]1[CH:33]=[CH:32][C:31](B(O)O)=[CH:30][CH:29]=1.[F-].[Cs+]. The catalyst is O1CCOCC1. The product is [CH3:26][O:27][C:28]1[CH:33]=[CH:32][C:31]([C:2]2[C:11]3[C:6](=[CH:7][CH:8]=[CH:9][CH:10]=3)[C:5]([N:12]3[CH2:17][CH2:16][N:15]([C:18]([O:20][C:21]([CH3:24])([CH3:23])[CH3:22])=[O:19])[C@@H:14]([CH3:25])[CH2:13]3)=[N:4][N:3]=2)=[CH:30][CH:29]=1. The yield is 0.960. (3) The reactants are [CH:1]1([C:8]([CH:10]([C:14]2[CH:19]=[CH:18][CH:17]=[CH:16][CH:15]=2)[CH2:11][CH:12]=O)=[O:9])[CH2:7][CH2:6][CH2:5][CH2:4][CH2:3][CH2:2]1.[CH3:20][O:21][C:22]1[CH:27]=[CH:26][CH:25]=[CH:24][C:23]=1[N:28]1[CH2:33][CH2:32][NH:31][CH2:30][CH2:29]1.[Na]. No catalyst specified. The product is [CH3:20][O:21][C:22]1[CH:27]=[CH:26][CH:25]=[CH:24][C:23]=1[N:28]1[CH2:33][CH2:32][N:31]([CH2:12][CH2:11][CH:10]([C:8]([CH:1]2[CH2:7][CH2:6][CH2:5][CH2:4][CH2:3][CH2:2]2)=[O:9])[C:14]2[CH:19]=[CH:18][CH:17]=[CH:16][CH:15]=2)[CH2:30][CH2:29]1. The yield is 0.700. (4) The reactants are CN(C)[CH:3]=[CH:4][C:5]([C:7]1[C:28]([N+:29]([O-])=O)=[CH:27][C:10]([O:11][CH2:12][C:13]2([NH:16][C:17]([O:19][CH2:20][C:21]3[CH:26]=[CH:25][CH:24]=[CH:23][CH:22]=3)=[O:18])[CH2:15][CH2:14]2)=[C:9]([O:32][CH3:33])[CH:8]=1)=[O:6]. The catalyst is CC(O)=O.CCOC(C)=O.[Fe]. The product is [OH:6][C:5]1[C:7]2[C:28](=[CH:27][C:10]([O:11][CH2:12][C:13]3([NH:16][C:17]([O:19][CH2:20][C:21]4[CH:26]=[CH:25][CH:24]=[CH:23][CH:22]=4)=[O:18])[CH2:14][CH2:15]3)=[C:9]([O:32][CH3:33])[CH:8]=2)[N:29]=[CH:3][CH:4]=1. The yield is 0.950. (5) The product is [Cl:13][CH2:14][CH2:15][CH2:16][C:17]([NH:12][C:10]1[S:11][C:7]([C:1]2[CH:2]=[CH:3][CH:4]=[CH:5][CH:6]=2)=[N:8][N:9]=1)=[O:18]. The yield is 0.850. The reactants are [C:1]1([C:7]2[S:11][C:10]([NH2:12])=[N:9][N:8]=2)[CH:6]=[CH:5][CH:4]=[CH:3][CH:2]=1.[Cl:13][CH2:14][CH2:15][CH2:16][C:17](Cl)=[O:18].C(=O)([O-])[O-].[K+].[K+]. The catalyst is C1(C)C=CC=CC=1. (6) The reactants are F[C:2]1[N:7]=[C:6]([C:8]2[C:16]3[C:11](=[CH:12][N:13]=[C:14]([C:17]4[CH:18]=[N:19][CH:20]=[CH:21][CH:22]=4)[CH:15]=3)[N:10]([CH2:23][O:24][CH2:25][CH2:26][Si:27]([CH3:30])([CH3:29])[CH3:28])[N:9]=2)[CH:5]=[CH:4][CH:3]=1.[NH:31]1[CH2:36][CH2:35][NH:34][CH2:33][C:32]1=[O:37]. The catalyst is N1C=CC=CC=1. The product is [N:19]1[CH:20]=[CH:21][CH:22]=[C:17]([C:14]2[CH:15]=[C:16]3[C:8]([C:6]4[N:7]=[C:2]([N:34]5[CH2:35][CH2:36][NH:31][C:32](=[O:37])[CH2:33]5)[CH:3]=[CH:4][CH:5]=4)=[N:9][N:10]([CH2:23][O:24][CH2:25][CH2:26][Si:27]([CH3:30])([CH3:29])[CH3:28])[C:11]3=[CH:12][N:13]=2)[CH:18]=1. The yield is 0.300. (7) The reactants are [CH3:1][O:2][C:3]1[CH:8]=[CH:7][C:6]([OH:9])=[CH:5][CH:4]=1.[CH3:10][CH:11]([CH2:15][CH2:16][CH2:17][CH:18]([CH3:20])[CH3:19])[CH2:12][CH2:13]Cl.[OH-].[K+]. The catalyst is C(O)C.[I-].[Na+]. The product is [CH3:1][O:2][C:3]1[CH:8]=[CH:7][C:6]([O:9][CH2:13][CH2:12][CH:11]([CH3:10])[CH2:15][CH2:16][CH2:17][CH:18]([CH3:20])[CH3:19])=[CH:5][CH:4]=1. The yield is 0.950. (8) The reactants are Br[C:2]1[C:3](=[O:32])[N:4]([CH2:24][CH2:25][C:26]2[CH:31]=[CH:30][CH:29]=[CH:28][CH:27]=2)[C:5]([C:9]2[CH:14]=[CH:13][CH:12]=[C:11]([F:15])[C:10]=2[O:16][CH2:17][C:18]2[CH:23]=[CH:22][CH:21]=[CH:20][CH:19]=2)=[N:6][C:7]=1[CH3:8].Br[C:34]1[S:38][C:37]([C:39]2[N:40]=[C:41]([CH3:44])[S:42][CH:43]=2)=[CH:36][CH:35]=1.C[Sn](C)(C)[Sn](C)(C)C. The catalyst is O1CCOCC1.C1C=CC([P]([Pd]([P](C2C=CC=CC=2)(C2C=CC=CC=2)C2C=CC=CC=2)([P](C2C=CC=CC=2)(C2C=CC=CC=2)C2C=CC=CC=2)[P](C2C=CC=CC=2)(C2C=CC=CC=2)C2C=CC=CC=2)(C2C=CC=CC=2)C2C=CC=CC=2)=CC=1. The product is [F:15][C:11]1[C:10]([O:16][CH2:17][C:18]2[CH:23]=[CH:22][CH:21]=[CH:20][CH:19]=2)=[C:9]([C:5]2[N:4]([CH2:24][CH2:25][C:26]3[CH:31]=[CH:30][CH:29]=[CH:28][CH:27]=3)[C:3](=[O:32])[C:2]([C:34]3[S:38][C:37]([C:39]4[N:40]=[C:41]([CH3:44])[S:42][CH:43]=4)=[CH:36][CH:35]=3)=[C:7]([CH3:8])[N:6]=2)[CH:14]=[CH:13][CH:12]=1. The yield is 0.550.